This data is from Full USPTO retrosynthesis dataset with 1.9M reactions from patents (1976-2016). The task is: Predict the reactants needed to synthesize the given product. The reactants are: C(OC([N:11]1[CH2:16][CH2:15][CH2:14][C:13]([NH2:23])([C:17]2[CH:22]=[CH:21][CH:20]=[CH:19][CH:18]=2)[CH2:12]1)=O)C1C=CC=CC=1.[CH:24]1([C:27]2[CH:35]=[C:34]([C:36]([F:39])([F:38])[F:37])[CH:33]=[CH:32][C:28]=2[C:29](O)=[O:30])[CH2:26][CH2:25]1. Given the product [CH:24]1([C:27]2[CH:35]=[C:34]([C:36]([F:37])([F:38])[F:39])[CH:33]=[CH:32][C:28]=2[C:29]([NH:23][C:13]2([C:17]3[CH:18]=[CH:19][CH:20]=[CH:21][CH:22]=3)[CH2:14][CH2:15][CH2:16][NH:11][CH2:12]2)=[O:30])[CH2:26][CH2:25]1, predict the reactants needed to synthesize it.